Dataset: Reaction yield outcomes from USPTO patents with 853,638 reactions. Task: Predict the reaction yield, written as a fraction of the theoretical maximum amount of product (1.0 means a 100% yield; for example, 0.34 means a 34% yield). (1) The product is [Cl:1][C:60]1[N:61]=[C:62]([C@@H:64]2[CH2:68][CH2:67][CH2:66][N:65]2[C:69](=[O:79])[C@@H:70]([NH:74][C:75](=[O:78])[O:76][CH3:77])[CH:71]([CH3:73])[CH3:72])[NH:63][C:59]=1[C:56]1[CH:55]=[CH:54][C:53]([C@H:22]2[CH2:23][CH2:24][C@H:25]([C:26]3[CH:31]=[CH:30][C:29]([C:32]4[NH:36][C:35]([C@@H:37]5[CH2:41][CH2:40][CH2:39][N:38]5[C:42](=[O:52])[C@@H:43]([NH:47][C:48]([O:50][CH3:51])=[O:49])[CH:44]([CH3:46])[CH3:45])=[N:34][C:81]=4[Cl:82])=[CH:28][CH:27]=3)[N:21]2[C:18]2[CH:19]=[CH:20][C:15]([CH:9]3[CH2:10][CH2:11][CH2:12][CH2:13][CH2:14]3)=[CH:16][CH:17]=2)=[CH:58][CH:57]=1. The reactants are [Cl:1]N1C(=O)CCC1=O.[CH:9]1([C:15]2[CH:20]=[CH:19][C:18]([N:21]3[C@@H:25]([C:26]4[CH:31]=[CH:30][C:29]([C:32]5[NH:36][C:35]([C@@H:37]6[CH2:41][CH2:40][CH2:39][N:38]6[C:42](=[O:52])[C@@H:43]([NH:47][C:48]([O:50][CH3:51])=[O:49])[CH:44]([CH3:46])[CH3:45])=[N:34]C=5)=[CH:28][CH:27]=4)[CH2:24][CH2:23][C@@H:22]3[C:53]3[CH:58]=[CH:57][C:56]([C:59]4[NH:63][C:62]([C@@H:64]5[CH2:68][CH2:67][CH2:66][N:65]5[C:69](=[O:79])[C@@H:70]([NH:74][C:75](=[O:78])[O:76][CH3:77])[CH:71]([CH3:73])[CH3:72])=[N:61][CH:60]=4)=[CH:55][CH:54]=3)=[CH:17][CH:16]=2)[CH2:14][CH2:13][CH2:12][CH2:11][CH2:10]1.Cl[CH2:81][Cl:82]. The yield is 0.130. No catalyst specified. (2) The product is [ClH:36].[CH3:34][O:33][C:30]1[CH:29]=[CH:28][C:27]([C:25]2[C:26]3[C:21]([CH:22]=[CH:23][CH:24]=2)=[N:20][N:19]2[C:14]([CH:11]4[CH2:12][CH2:13][NH:8][CH2:9][CH2:10]4)=[CH:15][C:16](=[O:35])[NH:17][C:18]=32)=[CH:32][CH:31]=1. The yield is 0.780. The reactants are C(OC([N:8]1[CH2:13][CH2:12][CH:11]([C:14]2[N:19]3[N:20]=[C:21]4[C:26]([C:25]([C:27]5[CH:32]=[CH:31][C:30]([O:33][CH3:34])=[CH:29][CH:28]=5)=[CH:24][CH:23]=[CH:22]4)=[C:18]3[NH:17][C:16](=[O:35])[CH:15]=2)[CH2:10][CH2:9]1)=O)(C)(C)C.[ClH:36]. The catalyst is O1CCOCC1. (3) The reactants are Cl[CH2:2][CH2:3][CH2:4][CH2:5][N:6]1[C:14]2[CH2:13][CH2:12][CH2:11][C:10](=[O:15])[C:9]=2[CH:8]=[CH:7]1.OC(C)(C)CC(=O)C.[I-].[Na+].[F:26][C:27]([F:41])([F:40])[C:28]1[CH:29]=[C:30]([N:34]2[CH2:39][CH2:38][NH:37][CH2:36][CH2:35]2)[CH:31]=[CH:32][CH:33]=1.C(=O)([O-])[O-].[K+].[K+]. The catalyst is C(#N)C.ClCCl.C(OCC)(=O)C.ClCCl. The product is [F:41][C:27]([F:26])([F:40])[C:28]1[CH:29]=[C:30]([N:34]2[CH2:39][CH2:38][N:37]([CH2:2][CH2:3][CH2:4][CH2:5][N:6]3[C:14]4[CH2:13][CH2:12][CH2:11][C:10](=[O:15])[C:9]=4[CH:8]=[CH:7]3)[CH2:36][CH2:35]2)[CH:31]=[CH:32][CH:33]=1. The yield is 0.915. (4) The reactants are [CH3:1][N:2]1[C:10]2[CH:9]=[CH:8][CH:7]=[C:6]([C:11]#[N:12])[C:5]=2[CH:4]=[CH:3]1.[H-].[Al+3].[Li+].[H-].[H-].[H-]. The catalyst is C1COCC1. The product is [NH2:12][CH2:11][C:6]1[CH:7]=[CH:8][CH:9]=[C:10]2[C:5]=1[CH:4]=[CH:3][N:2]2[CH3:1]. The yield is 0.910. (5) The reactants are C[O:2][C:3]([C:5]1[CH:6]=[CH:7][C:8]2[O:13][CH2:12][C:11](=[O:14])[NH:10][C:9]=2[CH:15]=1)=O.CC(C[AlH]CC(C)C)C. The catalyst is C(Cl)Cl. The product is [OH:2][CH2:3][C:5]1[CH:6]=[CH:7][C:8]2[O:13][CH2:12][C:11](=[O:14])[NH:10][C:9]=2[CH:15]=1. The yield is 0.690. (6) The yield is 0.530. The product is [CH2:1]([N:8]1[C:16]2[C:11](=[CH:12][C:13]([OH:17])=[CH:14][CH:15]=2)[CH:10]=[CH:9]1)[C:2]1[CH:3]=[CH:4][CH:5]=[CH:6][CH:7]=1. The catalyst is C(Cl)Cl.O. The reactants are [CH2:1]([N:8]1[C:16]2[C:11](=[CH:12][C:13]([O:17]C)=[CH:14][CH:15]=2)[CH:10]=[CH:9]1)[C:2]1[CH:7]=[CH:6][CH:5]=[CH:4][CH:3]=1.B(Br)(Br)Br.C([O-])([O-])=O.[Na+].[Na+]. (7) The reactants are [CH2:1]([C:3]1[N:4]([C:28]2[CH:33]=[CH:32][C:31]([OH:34])=[CH:30][CH:29]=2)[C:5](=[O:27])[C:6]([CH2:12][C:13]2[CH:18]=[CH:17][C:16]([C:19]3[C:20]([C:25]#[N:26])=[CH:21][CH:22]=[CH:23][CH:24]=3)=[CH:15][CH:14]=2)=[C:7]([CH2:9][CH2:10][CH3:11])[N:8]=1)[CH3:2].[CH2:35]([O:37][CH2:38][CH:39](O)[CH2:40][O:41][CH2:42][CH3:43])[CH3:36].C1(P(C2C=CC=CC=2)C2C=CC=CC=2)C=CC=CC=1.[N:65]([C:66]([O:68]C(C)C)=[O:67])=[N:65][C:66]([O:68]C(C)C)=[O:67]. The catalyst is O1CCCC1.O.C(OCC)(=O)C. The product is [CH2:42]([O:41][CH2:40][CH:39]([CH2:38][O:37][CH2:35][CH3:36])[O:34][C:31]1[CH:32]=[CH:33][C:28]([N:4]2[C:5](=[O:27])[C:6]([CH2:12][C:13]3[CH:18]=[CH:17][C:16]([C:19]4[CH:24]=[CH:23][CH:22]=[CH:21][C:20]=4[C:25]4[NH:65][C:66](=[O:67])[O:68][N:26]=4)=[CH:15][CH:14]=3)=[C:7]([CH2:9][CH2:10][CH3:11])[N:8]=[C:3]2[CH2:1][CH3:2])=[CH:29][CH:30]=1)[CH3:43]. The yield is 0.600. (8) The catalyst is CC(O)=O.CCOC(C)=O.[Fe]. The product is [Br:1][C:2]1[C:7]([NH2:8])=[CH:6][C:5]([CH3:11])=[CH:4][N:3]=1. The yield is 0.863. The reactants are [Br:1][C:2]1[C:7]([N+:8]([O-])=O)=[CH:6][C:5]([CH3:11])=[CH:4][N:3]=1. (9) The reactants are Cl.C([O:9][C:10]1[CH:19]=[C:18]2[C:13]([C:14]([NH:20][C:21]3[CH:26]=[CH:25][C:24]([CH3:27])=[CH:23][C:22]=3[F:28])=[N:15][CH:16]=[N:17]2)=[CH:12][C:11]=1[O:29][CH3:30])C1C=CC=CC=1. The catalyst is C(O)(C(F)(F)F)=O. The product is [F:28][C:22]1[CH:23]=[C:24]([CH3:27])[CH:25]=[CH:26][C:21]=1[NH:20][C:14]1[C:13]2[C:18](=[CH:19][C:10]([OH:9])=[C:11]([O:29][CH3:30])[CH:12]=2)[N:17]=[CH:16][N:15]=1. The yield is 0.740.